Dataset: Forward reaction prediction with 1.9M reactions from USPTO patents (1976-2016). Task: Predict the product of the given reaction. (1) Given the reactants [CH3:1][C:2]([CH3:17])([O:4][C:5]([NH:7][N:8]1[CH2:13][CH2:12][CH:11]([C:14]([OH:16])=[O:15])[CH2:10][CH2:9]1)=[O:6])[CH3:3].C(=O)([O-])[O-].[Cs+].[Cs+].[CH2:24](Br)[C:25]1[CH:30]=[CH:29][CH:28]=[CH:27][CH:26]=1, predict the reaction product. The product is: [CH2:24]([O:15][C:14]([CH:11]1[CH2:12][CH2:13][N:8]([NH:7][C:5]([O:4][C:2]([CH3:17])([CH3:1])[CH3:3])=[O:6])[CH2:9][CH2:10]1)=[O:16])[C:25]1[CH:30]=[CH:29][CH:28]=[CH:27][CH:26]=1. (2) Given the reactants CO[C:3]([C:5]1[NH:6][C:7]2[CH:8]=[C:9]([NH:19][C:20]([O:22]C(C)(C)C)=O)[CH:10]=[C:11]3[C:17](=[O:18])[NH:16][N:15]=[CH:14][C:13]=1[C:12]=23)=O.[CH2:27]([N:30]1[CH2:34][CH2:33][CH2:32][CH2:31]1)[C:28]#[CH:29].Br[CH2:36]C#C.N1[CH2:43][CH2:42][CH2:41][CH2:40]1.O1[CH2:48][CH2:47][CH2:46][CH2:45]1, predict the reaction product. The product is: [CH2:27]([N:30]1[CH2:34][CH2:33][CH2:32][CH2:31]1)[C:28]#[CH:29].[O:18]=[C:17]1[C:11]2[C:12]3[C:13](=[C:5]([C:3]#[C:28][CH2:27][N:30]4[CH2:34][CH2:33][CH2:32][CH2:31]4)[NH:6][C:7]=3[CH:8]=[C:9]([NH:19][C:20]([C@@H:40]3[CH2:36][C@H:41]3[C:42]3[CH:43]=[CH:48][CH:47]=[CH:46][CH:45]=3)=[O:22])[CH:10]=2)[CH:14]=[N:15][NH:16]1. (3) Given the reactants [O:1]=[C:2]1[C:6]2([CH2:11][CH2:10][N:9]([CH2:12][CH2:13][CH2:14][N:15]3[C:19]4[CH:20]=[CH:21][CH:22]=[CH:23][C:18]=4[NH:17][C:16]3=[O:24])[CH2:8][CH2:7]2)[N:5]([C:25]2[CH:30]=[CH:29][CH:28]=[CH:27][CH:26]=2)[CH2:4][N:3]1[C@@H:31]([C:36]1[CH:41]=[CH:40][CH:39]=[CH:38][CH:37]=1)[C:32]([O:34]C)=[O:33].[OH-].[Li+].CO, predict the reaction product. The product is: [O:1]=[C:2]1[C:6]2([CH2:11][CH2:10][N:9]([CH2:12][CH2:13][CH2:14][N:15]3[C:19]4[CH:20]=[CH:21][CH:22]=[CH:23][C:18]=4[NH:17][C:16]3=[O:24])[CH2:8][CH2:7]2)[N:5]([C:25]2[CH:26]=[CH:27][CH:28]=[CH:29][CH:30]=2)[CH2:4][N:3]1[C@@H:31]([C:36]1[CH:41]=[CH:40][CH:39]=[CH:38][CH:37]=1)[C:32]([OH:34])=[O:33].